This data is from Catalyst prediction with 721,799 reactions and 888 catalyst types from USPTO. The task is: Predict which catalyst facilitates the given reaction. (1) Reactant: [NH2:1][C@H:2]([C:8]([OH:10])=[O:9])[CH2:3][CH2:4][C:5]([OH:7])=O.[C:11]1(=O)[O:16][C:14](=[O:15])[C:13]2=[CH:17][CH:18]=[CH:19][CH:20]=[C:12]12.C(OC(=O)C)(=O)C. Product: [C:11]1(=[O:16])[N:1]([CH:2]2[CH2:3][CH2:4][C:5](=[O:7])[O:9][C:8]2=[O:10])[C:14](=[O:15])[C:13]2=[CH:17][CH:18]=[CH:19][CH:20]=[C:12]12. The catalyst class is: 113. (2) Reactant: Br[C:2]1[CH:3]=[C:4]2[C:9](=[CH:10][CH:11]=1)[CH:8]=[C:7]([OH:12])[CH:6]=[CH:5]2.CCCCCC.C([Li])CCC.[B:24](OC(C)C)([O:29]C(C)C)[O:25]C(C)C.Cl. Product: [OH:12][C:7]1[CH:8]=[C:9]2[C:4](=[CH:5][CH:6]=1)[CH:3]=[C:2]([B:24]([OH:29])[OH:25])[CH:11]=[CH:10]2. The catalyst class is: 7. (3) Reactant: [CH:1]1([N:4]([CH3:24])[C:5]2[C:6]3[C:19]4[CH2:20][CH2:21][CH2:22][CH2:23][C:18]=4[S:17][C:7]=3[N:8]=[C:9]([CH2:11][C:12]([O:14]CC)=O)[N:10]=2)[CH2:3][CH2:2]1.[CH3:25][NH2:26]. Product: [CH:1]1([N:4]([CH3:24])[C:5]2[C:6]3[C:19]4[CH2:20][CH2:21][CH2:22][CH2:23][C:18]=4[S:17][C:7]=3[N:8]=[C:9]([CH2:11][C:12]([NH:26][CH3:25])=[O:14])[N:10]=2)[CH2:3][CH2:2]1. The catalyst class is: 8.